This data is from Forward reaction prediction with 1.9M reactions from USPTO patents (1976-2016). The task is: Predict the product of the given reaction. Given the reactants N1C=CC=CC=1.[NH2:7][C:8]1[CH:9]=[CH:10][C:11]([N:14]2[C:18](=[O:19])[CH:17]=[C:16]([CH3:20])[NH:15]2)=[N:12][CH:13]=1.[CH3:21][O:22][C:23]1[CH:24]=[C:25]([S:29](Cl)(=[O:31])=[O:30])[CH:26]=[CH:27][CH:28]=1, predict the reaction product. The product is: [CH3:20][C:16]1[NH:15][N:14]([C:11]2[N:12]=[CH:13][C:8]([NH:7][S:29]([C:25]3[CH:26]=[CH:27][CH:28]=[C:23]([O:22][CH3:21])[CH:24]=3)(=[O:31])=[O:30])=[CH:9][CH:10]=2)[C:18](=[O:19])[CH:17]=1.